Task: Predict the reaction yield, written as a fraction of the theoretical maximum amount of product (1.0 means a 100% yield; for example, 0.34 means a 34% yield).. Dataset: Reaction yield outcomes from USPTO patents with 853,638 reactions The reactants are [CH2:1]([O:8][N:9]1[C:15](=[O:16])[N:14]2[CH2:17][C@H:10]1[CH2:11][CH2:12][C@H:13]2[C:18]([OH:20])=O)[C:2]1[CH:7]=[CH:6][CH:5]=[CH:4][CH:3]=1.ClC(OCC(C)C)=O.C(N(CC)CC)C.Cl.Cl.[NH2:38][O:39][CH2:40][CH2:41][N:42]([CH3:44])[CH3:43]. The catalyst is C(Cl)Cl. The product is [CH2:1]([O:8][N:9]1[C:15](=[O:16])[N:14]2[CH2:17][C@H:10]1[CH2:11][CH2:12][C@H:13]2[C:18]([NH:38][O:39][CH2:40][CH2:41][N:42]([CH3:44])[CH3:43])=[O:20])[C:2]1[CH:3]=[CH:4][CH:5]=[CH:6][CH:7]=1. The yield is 0.400.